This data is from Forward reaction prediction with 1.9M reactions from USPTO patents (1976-2016). The task is: Predict the product of the given reaction. (1) The product is: [Br:15][CH2:9][C:4]1[CH:5]=[C:6]([Cl:8])[CH:7]=[C:2]([Cl:1])[C:3]=1[S:10]([CH2:13][CH3:14])(=[O:12])=[O:11]. Given the reactants [Cl:1][C:2]1[CH:7]=[C:6]([Cl:8])[CH:5]=[C:4]([CH3:9])[C:3]=1[S:10]([CH2:13][CH3:14])(=[O:12])=[O:11].[Br:15]CC1C=C(C=CC=1S(CC)(=O)=O)C#N, predict the reaction product. (2) Given the reactants [CH3:1][C@@H:2]1[NH:7][CH2:6][CH2:5][N:4]([C:8]2[CH:13]=[CH:12][C:11]([N+:14]([O-:16])=[O:15])=[CH:10][CH:9]=2)[CH2:3]1.[O:17]1[CH2:20][C:19](=O)[CH2:18]1.[BH3-]C#N.[Na+], predict the reaction product. The product is: [CH3:1][C@H:2]1[CH2:3][N:4]([C:8]2[CH:9]=[CH:10][C:11]([N+:14]([O-:16])=[O:15])=[CH:12][CH:13]=2)[CH2:5][CH2:6][N:7]1[CH:19]1[CH2:20][O:17][CH2:18]1. (3) Given the reactants C1([O:7][C:8](=O)[C:9]2[CH:14]=[CH:13][C:12]([NH:15][C:16]3[S:17][C:18]([C:22](=[O:31])[C:23]4[C:28]([F:29])=[CH:27][CH:26]=[CH:25][C:24]=4[F:30])=[C:19]([NH2:21])[N:20]=3)=[CH:11][C:10]=2[OH:32])C=CC=CC=1.[C:34]1([NH:40][CH2:41][CH2:42][NH2:43])[CH:39]=[CH:38][CH:37]=[CH:36][CH:35]=1, predict the reaction product. The product is: [NH2:21][C:19]1[N:20]=[C:16]([NH:15][C:12]2[CH:13]=[CH:14][C:9]([C:8]([NH:43][CH2:42][CH2:41][NH:40][C:34]3[CH:39]=[CH:38][CH:37]=[CH:36][CH:35]=3)=[O:7])=[C:10]([OH:32])[CH:11]=2)[S:17][C:18]=1[C:22](=[O:31])[C:23]1[C:24]([F:30])=[CH:25][CH:26]=[CH:27][C:28]=1[F:29]. (4) Given the reactants [NH2:1][C@H:2]1[CH2:7][CH2:6][N:5]([C:8]2[O:9][C:10]([CH3:20])=[C:11]([C:13]([O:15][CH2:16][CH2:17][CH2:18][CH3:19])=[O:14])[N:12]=2)[CH2:4][C@H:3]1[O:21][CH2:22][CH2:23][CH3:24].[Cl:25][C:26]1[N:27]=[C:28]([C:33](O)=[O:34])[NH:29][C:30]=1[CH2:31][CH3:32].CCN=C=NCCCN(C)C.Cl.C1C=CC2N(O)N=NC=2C=1, predict the reaction product. The product is: [Cl:25][C:26]1[N:27]=[C:28]([C:33]([NH:1][C@H:2]2[CH2:7][CH2:6][N:5]([C:8]3[O:9][C:10]([CH3:20])=[C:11]([C:13]([O:15][CH2:16][CH2:17][CH2:18][CH3:19])=[O:14])[N:12]=3)[CH2:4][C@H:3]2[O:21][CH2:22][CH2:23][CH3:24])=[O:34])[NH:29][C:30]=1[CH2:31][CH3:32]. (5) Given the reactants [Br:1][C:2]1[CH:7]=[CH:6][CH:5]=[CH:4][C:3]=1O.[CH3:9][C:10]1[CH:15]=[CH:14][C:13](P([C:13]2[CH:14]=[CH:15][C:10]([CH3:9])=[CH:11][CH:12]=2)[C:13]2[CH:14]=[CH:15][C:10]([CH3:9])=[CH:11][CH:12]=2)=[CH:12][CH:11]=1.[CH2:31](O)[CH2:32]O.[OH2:35], predict the reaction product. The product is: [CH3:9][C:10]1[CH:11]=[CH:12][C:13]([C:6]2[C:5]([C:13]3[CH:14]=[CH:15][C:10]([CH3:9])=[CH:11][CH:12]=3)=[C:4]([OH:35])[C:3]([C:13]3[CH:12]=[CH:11][C:31]([CH3:32])=[CH:15][CH:14]=3)=[C:2]([Br:1])[CH:7]=2)=[CH:14][CH:15]=1. (6) Given the reactants [CH3:1][C@@H:2]1[N:17]([C:18]([O:20][CH2:21][C:22]2[CH:27]=[CH:26][CH:25]=[CH:24][CH:23]=2)=[O:19])[CH2:16][CH2:15][C@@:4]2([NH:8][S:7](=[O:10])(=[O:9])[C:6](C(OC)=O)=[CH:5]2)[CH2:3]1.O.[Cl-].[Na+], predict the reaction product. The product is: [CH3:1][C@@H:2]1[N:17]([C:18]([O:20][CH2:21][C:22]2[CH:27]=[CH:26][CH:25]=[CH:24][CH:23]=2)=[O:19])[CH2:16][CH2:15][C@@:4]2([NH:8][S:7](=[O:10])(=[O:9])[CH:6]=[CH:5]2)[CH2:3]1. (7) The product is: [Cl:16][C:10]1[C:11]([O:12][CH:13]([CH3:15])[CH3:14])=[C:2]([CH:27]=[O:29])[CH:3]=[C:4]2[C:9]=1[O:8][C:7]([CH3:18])([CH3:17])[CH:6]=[C:5]2[CH:19]([CH3:21])[CH3:20]. Given the reactants Br[C:2]1[CH:3]=[C:4]2[C:9](=[C:10]([Cl:16])[C:11]=1[O:12][CH:13]([CH3:15])[CH3:14])[O:8][C:7]([CH3:18])([CH3:17])[CH:6]=[C:5]2[CH:19]([CH3:21])[CH3:20].C([Li])CCC.[CH2:27]([O:29]CC)C, predict the reaction product. (8) Given the reactants [N:1]([CH:4]([C:6]1[C:7]([O:20][CH2:21][CH3:22])=[C:8]([CH:14]2[CH2:18][NH:17][C:16](=[O:19])[CH2:15]2)[C:9]([F:13])=[C:10]([Cl:12])[CH:11]=1)[CH3:5])=[N+]=[N-].CP(C)C, predict the reaction product. The product is: [NH2:1][CH:4]([C:6]1[C:7]([O:20][CH2:21][CH3:22])=[C:8]([CH:14]2[CH2:18][NH:17][C:16](=[O:19])[CH2:15]2)[C:9]([F:13])=[C:10]([Cl:12])[CH:11]=1)[CH3:5].